From a dataset of NCI-60 drug combinations with 297,098 pairs across 59 cell lines. Regression. Given two drug SMILES strings and cell line genomic features, predict the synergy score measuring deviation from expected non-interaction effect. Drug 1: CC=C1C(=O)NC(C(=O)OC2CC(=O)NC(C(=O)NC(CSSCCC=C2)C(=O)N1)C(C)C)C(C)C. Drug 2: CC1C(C(CC(O1)OC2CC(CC3=C2C(=C4C(=C3O)C(=O)C5=C(C4=O)C(=CC=C5)OC)O)(C(=O)CO)O)N)O.Cl. Cell line: EKVX. Synergy scores: CSS=14.0, Synergy_ZIP=-5.43, Synergy_Bliss=-4.00, Synergy_Loewe=-0.745, Synergy_HSA=-1.81.